This data is from Catalyst prediction with 721,799 reactions and 888 catalyst types from USPTO. The task is: Predict which catalyst facilitates the given reaction. (1) Reactant: [CH2:1]([O:3][C:4](=[O:22])[CH2:5][CH:6]1[CH2:11][CH2:10][CH:9]([C:12]2[CH:17]=[CH:16][C:15]([C:18](=[O:21])[CH2:19]Br)=[CH:14][CH:13]=2)[CH2:8][CH2:7]1)[CH3:2].[N-:23]=[N+:24]=[N-:25].[Na+].O.CCOC(C)=O. Product: [CH2:1]([O:3][C:4](=[O:22])[CH2:5][CH:6]1[CH2:11][CH2:10][CH:9]([C:12]2[CH:17]=[CH:16][C:15]([C:18](=[O:21])[CH2:19][N:23]=[N+:24]=[N-:25])=[CH:14][CH:13]=2)[CH2:8][CH2:7]1)[CH3:2]. The catalyst class is: 95. (2) Reactant: C1N=CN(C(N2C=NC=C2)=O)C=1.[CH2:13]([O:20][N:21]1[C:27](=[O:28])[N:26]2[CH2:29][C@H:22]1[CH2:23][CH2:24][C@H:25]2[C:30]1[O:31]C(C2CCNCC2)=N[N:34]=1)[C:14]1[CH:19]=[CH:18][CH:17]=[CH:16][CH:15]=1.O/[N:42]=[C:43](\[CH:45]1[CH2:50][CH2:49][N:48]([C:51]([O:53][C:54]([CH3:57])([CH3:56])[CH3:55])=[O:52])[CH2:47][CH2:46]1)/N. Product: [CH2:13]([O:20][N:21]1[C:27](=[O:28])[N:26]2[CH2:29][C@H:22]1[CH2:23][CH2:24][C@H:25]2[C:30]1[O:31][N:42]=[C:43]([CH:45]2[CH2:50][CH2:49][N:48]([C:51]([O:53][C:54]([CH3:57])([CH3:56])[CH3:55])=[O:52])[CH2:47][CH2:46]2)[N:34]=1)[C:14]1[CH:15]=[CH:16][CH:17]=[CH:18][CH:19]=1. The catalyst class is: 31. (3) Reactant: Br[C:2]1[CH:3]=[C:4]([CH:24]=[CH:25][C:26]=1[CH3:27])[C:5]([NH:7][C:8]1[CH:13]=[CH:12][C:11]([CH2:14][N:15]2[CH2:19][CH2:18][CH2:17][CH2:16]2)=[C:10]([C:20]([F:23])([F:22])[F:21])[CH:9]=1)=[O:6].Br[C:29]1[CH:30]=[C:31]2[C:36](=[CH:37][CH:38]=1)[CH:35]=[N:34][N:33]=[CH:32]2.N. Product: [CH3:27][C:26]1[CH:25]=[CH:24][C:4]([C:5]([NH:7][C:8]2[CH:13]=[CH:12][C:11]([CH2:14][N:15]3[CH2:16][CH2:17][CH2:18][CH2:19]3)=[C:10]([C:20]([F:21])([F:22])[F:23])[CH:9]=2)=[O:6])=[CH:3][C:2]=1[C:29]1[CH:30]=[C:31]2[C:36](=[CH:37][CH:38]=1)[CH:35]=[N:34][N:33]=[CH:32]2. The catalyst class is: 98.